Dataset: Forward reaction prediction with 1.9M reactions from USPTO patents (1976-2016). Task: Predict the product of the given reaction. (1) Given the reactants [C:1]([CH:5]1[CH2:10][CH2:9][CH:8]([O:11][C:12]2[CH:13]=[C:14]3[C:19](=[CH:20][CH:21]=2)[N:18]=[C:17]([C:22](=O)[CH3:23])[CH:16]=[CH:15]3)[CH2:7][CH2:6]1)([CH3:4])([CH3:3])[CH3:2].[CH3:25][O:26][C:27]([CH:29]1[CH2:32][NH:31][CH2:30]1)=[O:28].C(O)C.C([BH3-])#N.[Na+], predict the reaction product. The product is: [C:1]([C@H:5]1[CH2:10][CH2:9][C@H:8]([O:11][C:12]2[CH:13]=[C:14]3[C:19](=[CH:20][CH:21]=2)[N:18]=[C:17]([CH:22]([N:31]2[CH2:32][CH:29]([C:27]([O:26][CH3:25])=[O:28])[CH2:30]2)[CH3:23])[CH:16]=[CH:15]3)[CH2:7][CH2:6]1)([CH3:4])([CH3:3])[CH3:2]. (2) Given the reactants [CH:1]1([NH:4]C)[CH2:3][CH2:2]1.CO[C:8](=[O:19])[C:9]1[C:14]([I:15])=[CH:13][C:12]([Cl:16])=[CH:11][C:10]=1[CH2:17]Br.[C:20]([O-])([O-])=O.[K+].[K+], predict the reaction product. The product is: [CH:1]1([N:4]2[CH:17]([CH3:20])[C:10]3[C:9](=[C:14]([I:15])[CH:13]=[C:12]([Cl:16])[CH:11]=3)[C:8]2=[O:19])[CH2:3][CH2:2]1.